From a dataset of Forward reaction prediction with 1.9M reactions from USPTO patents (1976-2016). Predict the product of the given reaction. (1) Given the reactants Br[C:2]1[CH:9]=[CH:8][C:5]([C:6]#[N:7])=[C:4]([O:10][CH3:11])[CH:3]=1.[OH:12][C@:13]1([CH3:20])[C@H:17]([CH3:18])[NH:16][C:15](=[O:19])[CH2:14]1.C1(P(C2C=CC=CC=2)C2C3OC4C(=CC=CC=4P(C4C=CC=CC=4)C4C=CC=CC=4)C(C)(C)C=3C=CC=2)C=CC=CC=1.C(=O)([O-])[O-].[Cs+].[Cs+], predict the reaction product. The product is: [OH:12][C@@:13]1([CH3:20])[CH2:14][C:15](=[O:19])[N:16]([C:2]2[CH:9]=[CH:8][C:5]([C:6]#[N:7])=[C:4]([O:10][CH3:11])[CH:3]=2)[C@H:17]1[CH3:18]. (2) Given the reactants [N:1]1[N:2]([C:6]2[CH:14]=[CH:13][CH:12]=[CH:11][C:7]=2[C:8]([OH:10])=O)[N:3]=[CH:4][CH:5]=1.C1C=CC2N(O)N=NC=2C=1.O.CCN=C=NCCCN(C)C.Cl.[CH2:38]([NH:40][CH2:41][CH2:42][C:43]1[CH:47]=[CH:46][N:45]([C:48]2[CH:53]=[CH:52][C:51]([F:54])=[CH:50][N:49]=2)[N:44]=1)[CH3:39].C([O-])(O)=O.[Na+], predict the reaction product. The product is: [CH2:38]([N:40]([CH2:41][CH2:42][C:43]1[CH:47]=[CH:46][N:45]([C:48]2[CH:53]=[CH:52][C:51]([F:54])=[CH:50][N:49]=2)[N:44]=1)[C:8](=[O:10])[C:7]1[CH:11]=[CH:12][CH:13]=[CH:14][C:6]=1[N:2]1[N:1]=[CH:5][CH:4]=[N:3]1)[CH3:39]. (3) Given the reactants [CH3:1][O:2][C:3]1[CH:23]=[CH:22][C:6]([CH2:7][N:8]2[C:17](=[O:18])[C:16]3[N:15]=[CH:14][C:13]([CH2:19]Cl)=[C:12]([Cl:21])[C:11]=3[CH:10]=[CH:9]2)=[CH:5][CH:4]=1, predict the reaction product. The product is: [CH3:1][O:2][C:3]1[CH:4]=[CH:5][C:6]([CH2:7][N:8]2[C:17](=[O:18])[C:16]3[N:15]=[CH:14][C:13]([CH3:19])=[C:12]([Cl:21])[C:11]=3[CH:10]=[CH:9]2)=[CH:22][CH:23]=1.